This data is from Catalyst prediction with 721,799 reactions and 888 catalyst types from USPTO. The task is: Predict which catalyst facilitates the given reaction. (1) Reactant: [CH3:1][S:2][C:3]1[NH:7][C:6]2[CH:8]=[CH:9][CH:10]=[CH:11][C:5]=2[N:4]=1.[Cl:12][C:13]1[N:18]=[C:17](Cl)[N:16]=[C:15]([N:20]2[CH2:25][CH2:24][O:23][CH2:22][CH2:21]2)[N:14]=1.C([O-])([O-])=O.[K+].[K+]. Product: [Cl:12][C:13]1[N:14]=[C:15]([N:20]2[CH2:21][CH2:22][O:23][CH2:24][CH2:25]2)[N:16]=[C:17]([N:7]2[C:6]3[CH:8]=[CH:9][CH:10]=[CH:11][C:5]=3[N:4]=[C:3]2[S:2][CH3:1])[N:18]=1. The catalyst class is: 18. (2) Reactant: [Cl:1][C:2]1[CH:3]=[C:4]([OH:11])[C:5](=[CH:9][CH:10]=1)[C:6](O)=[O:7].[H-].[H-].[H-].[H-].[Li+].[Al+3]. Product: [Cl:1][C:2]1[CH:10]=[CH:9][C:5]([CH2:6][OH:7])=[C:4]([OH:11])[CH:3]=1. The catalyst class is: 1. (3) Reactant: [CH2:1]([C:5]1[CH:6]=[C:7]([OH:32])[CH:8]=[CH:9][C:10]=1[O:11][CH2:12][CH2:13][C:14]1[N:15]=[C:16]([C:20]2[CH:25]=[CH:24][C:23]([C:26]3[CH:31]=[CH:30][CH:29]=[CH:28][CH:27]=3)=[CH:22][CH:21]=2)[O:17][C:18]=1[CH3:19])[CH2:2][CH2:3][CH3:4].Br[C:34]([CH3:41])([CH3:40])[C:35]([O:37][CH2:38][CH3:39])=[O:36].C(=O)([O-])[O-].[Cs+].[Cs+]. Product: [CH2:38]([O:37][C:35](=[O:36])[C:34]([O:32][C:7]1[CH:8]=[CH:9][C:10]([O:11][CH2:12][CH2:13][C:14]2[N:15]=[C:16]([C:20]3[CH:21]=[CH:22][C:23]([C:26]4[CH:27]=[CH:28][CH:29]=[CH:30][CH:31]=4)=[CH:24][CH:25]=3)[O:17][C:18]=2[CH3:19])=[C:5]([CH2:1][CH2:2][CH2:3][CH3:4])[CH:6]=1)([CH3:41])[CH3:40])[CH3:39]. The catalyst class is: 3. (4) Reactant: [CH2:1]([C:4]([C:12]1[CH:17]=[CH:16][CH:15]=[CH:14][CH:13]=1)([CH2:9][CH:10]=[CH2:11])[C:5]([O:7][CH3:8])=[O:6])C=C. Product: [C:12]1([C:4]2([C:5]([O:7][CH3:8])=[O:6])[CH2:1][CH:11]=[CH:10][CH2:9]2)[CH:13]=[CH:14][CH:15]=[CH:16][CH:17]=1. The catalyst class is: 4. (5) Reactant: [NH2:1][CH2:2][C@H:3]1[CH2:7][C@@H:6]([NH:8][S:9]([C:12]2[CH:17]=[C:16]([Br:18])[CH:15]=[CH:14][C:13]=2[Br:19])(=[O:11])=[O:10])[CH2:5][N:4]1[C:20]([O:22][C:23]([CH3:26])([CH3:25])[CH3:24])=[O:21].[CH3:27][C:28]([CH3:33])([CH3:32])[C:29](Cl)=[O:30]. Product: [Br:19][C:13]1[CH:14]=[CH:15][C:16]([Br:18])=[CH:17][C:12]=1[S:9]([NH:8][C@H:6]1[CH2:5][N:4]([C:20]([O:22][C:23]([CH3:26])([CH3:25])[CH3:24])=[O:21])[C@@H:3]([CH2:2][NH:1][C:29](=[O:30])[C:28]([CH3:33])([CH3:32])[CH3:27])[CH2:7]1)(=[O:10])=[O:11]. The catalyst class is: 2.